Dataset: Catalyst prediction with 721,799 reactions and 888 catalyst types from USPTO. Task: Predict which catalyst facilitates the given reaction. (1) Reactant: [Cl:1][C:2]1[N:7]=[C:6](Cl)[C:5]([Cl:9])=[CH:4][N:3]=1.[CH3:10][S-:11].[Na+]. Product: [Cl:1][C:2]1[N:7]=[C:6]([S:11][CH3:10])[C:5]([Cl:9])=[CH:4][N:3]=1. The catalyst class is: 1. (2) Reactant: [C:1]([O:5][C:6](=[O:46])[N:7]([C@H:9]([C:11](=[O:45])[NH:12][C@@H:13]1[C:19](=[O:20])[N:18]([CH2:21][C:22]2[C:31]3[C:26](=[CH:27][C:28]([C:32]([O:34]CCCC)=[CH2:33])=[CH:29][CH:30]=3)[CH:25]=[CH:24][C:23]=2[O:39][CH3:40])[C:17]2[CH:41]=[CH:42][CH:43]=[CH:44][C:16]=2[CH2:15][CH2:14]1)[CH3:10])[CH3:8])([CH3:4])([CH3:3])[CH3:2].Cl.C1COCC1. Product: [C:1]([O:5][C:6](=[O:46])[N:7]([C@H:9]([C:11](=[O:45])[NH:12][C@@H:13]1[C:19](=[O:20])[N:18]([CH2:21][C:22]2[C:31]3[C:26](=[CH:27][C:28]([C:32](=[O:34])[CH3:33])=[CH:29][CH:30]=3)[CH:25]=[CH:24][C:23]=2[O:39][CH3:40])[C:17]2[CH:41]=[CH:42][CH:43]=[CH:44][C:16]=2[CH2:15][CH2:14]1)[CH3:10])[CH3:8])([CH3:2])([CH3:3])[CH3:4]. The catalyst class is: 6. (3) Reactant: [F:1][C:2]1[CH:7]=[CH:6][C:5]([C:8]2[CH:13]=[CH:12][C:11]([C:14]([CH3:18])=[CH:15][CH2:16]O)=[CH:10][CH:9]=2)=[CH:4][CH:3]=1.[CH3:31][CH:30]([O:29][C:27](/N=N/[C:27]([O:29][CH:30]([CH3:32])[CH3:31])=O)=O)[CH3:32].[CH:50]1[CH:51]=[CH:46]C(P([C:46]2[CH:51]=[CH:50][CH:49]=[CH:48]C=2)[C:50]2[CH:51]=[CH:46]C=[CH:48][CH:49]=2)=[CH:48][CH:49]=1.[CH3:52][CH2:53][O:54][C:55](C)=[O:56]. Product: [CH2:53]([O:54][C:55](=[O:56])[C:30]([O:29][C:27]1[CH:48]=[CH:49][C:50]([CH2:16][CH:15]=[C:14]([C:11]2[CH:12]=[CH:13][C:8]([C:5]3[CH:6]=[CH:7][C:2]([F:1])=[CH:3][CH:4]=3)=[CH:9][CH:10]=2)[CH3:18])=[CH:51][CH:46]=1)([CH3:31])[CH3:32])[CH3:52]. The catalyst class is: 1. (4) Reactant: [Br:1][C:2]1[CH:7]=[C:6]([N+:8]([O-:10])=[O:9])[CH:5]=[C:4]([N+]([O-])=O)[CH:3]=1.[CH3:14][O-:15].[Na+]. Product: [Br:1][C:2]1[CH:7]=[C:6]([N+:8]([O-:10])=[O:9])[CH:5]=[C:4]([O:15][CH3:14])[CH:3]=1. The catalyst class is: 5. (5) Reactant: [Cl:1][C:2]1[C:7]([C:8]2[C:9]([O:17][CH3:18])=[N:10][C:11]([CH:14]([CH3:16])[CH3:15])=[CH:12][CH:13]=2)=[N:6][CH:5]=[C:4]([NH:19][C@@H:20]([CH3:24])[CH2:21][O:22][CH3:23])[N:3]=1.C1C(=O)N([Br:32])C(=O)C1. Product: [Br:32][C:5]1[N:6]=[C:7]([C:8]2[C:9]([O:17][CH3:18])=[N:10][C:11]([CH:14]([CH3:16])[CH3:15])=[CH:12][CH:13]=2)[C:2]([Cl:1])=[N:3][C:4]=1[NH:19][C@@H:20]([CH3:24])[CH2:21][O:22][CH3:23]. The catalyst class is: 22. (6) Reactant: C(O)(C(F)(F)F)=O.[F:8][C:9]1[CH:14]=[CH:13][C:12]([S:15]([N:18]([C:27]2[C:36]([C:37]([O:39][CH3:40])=[O:38])=[C:35]3[C:30]([C:31]4[CH:43]=[CH:42][O:41][C:32]=4[CH2:33][O:34]3)=[CH:29][CH:28]=2)COCC[Si](C)(C)C)(=[O:17])=[O:16])=[C:11](/[CH:44]=[CH:45]\[CH2:46][N:47]2[CH2:52][CH2:51][O:50][CH2:49][CH2:48]2)[CH:10]=1.C(=O)([O-])[O-].[K+].[K+]. Product: [F:8][C:9]1[CH:14]=[CH:13][C:12]([S:15]([NH:18][C:27]2[C:36]([C:37]([O:39][CH3:40])=[O:38])=[C:35]3[C:30]([C:31]4[CH:43]=[CH:42][O:41][C:32]=4[CH2:33][O:34]3)=[CH:29][CH:28]=2)(=[O:16])=[O:17])=[C:11](/[CH:44]=[CH:45]\[CH2:46][N:47]2[CH2:48][CH2:49][O:50][CH2:51][CH2:52]2)[CH:10]=1. The catalyst class is: 2. (7) Reactant: [ClH:1].[Br:2][C:3]1[C:7]([C:8]#[N:9])=[N:6][N:5]([CH3:10])[C:4]=1[CH2:11][C:12]1([F:25])[CH2:17][CH2:16][N:15](C(OC(C)(C)C)=O)[CH2:14][CH2:13]1. Product: [ClH:1].[Br:2][C:3]1[C:7]([C:8]#[N:9])=[N:6][N:5]([CH3:10])[C:4]=1[CH2:11][C:12]1([F:25])[CH2:13][CH2:14][NH:15][CH2:16][CH2:17]1. The catalyst class is: 8.